Dataset: Full USPTO retrosynthesis dataset with 1.9M reactions from patents (1976-2016). Task: Predict the reactants needed to synthesize the given product. Given the product [CH3:2][O:3][C:4]1[CH:5]=[C:6]2[C:11](=[CH:12][CH:13]=1)[O:10][CH2:9][CH:8]([NH:14][C:25](=[O:27])[O:28][CH2:29][CH3:30])[C:7]2=[O:15], predict the reactants needed to synthesize it. The reactants are: [Cl-].[CH3:2][O:3][C:4]1[CH:5]=[C:6]2[C:11](=[CH:12][CH:13]=1)[O:10][CH2:9][CH:8]([NH3+:14])[C:7]2=[O:15].C(N(C(C)C)CC)(C)C.[C:25]([O:28][CH2:29][CH3:30])(=[O:27])C.